From a dataset of Full USPTO retrosynthesis dataset with 1.9M reactions from patents (1976-2016). Predict the reactants needed to synthesize the given product. (1) Given the product [CH:14]([CH:10]1[NH:11][CH2:12][CH2:13][N:8]([C:6]2[CH:5]=[CH:4][N:3]=[CH:2][N:7]=2)[CH2:9]1)([CH3:16])[CH3:15], predict the reactants needed to synthesize it. The reactants are: Cl[C:2]1[N:7]=[C:6]([N:8]2[CH2:13][CH2:12][NH:11][CH:10]([CH:14]([CH3:16])[CH3:15])[CH2:9]2)[CH:5]=[CH:4][N:3]=1.C([O-])=O.[NH4+]. (2) Given the product [B:30]([OH:32])([OH:31])[C@@H:34]([NH:33][C:19]([C@@H:11]([NH:10][C:8]([C:3]1[CH:4]=[N:5][CH:6]=[CH:7][N:2]=1)=[O:9])[CH2:12][C:13]1[CH:14]=[CH:15][CH:16]=[CH:17][CH:18]=1)=[O:21])[CH2:35][CH:36]([CH3:38])[CH3:37], predict the reactants needed to synthesize it. The reactants are: Cl.[N:2]1[CH:7]=[CH:6][N:5]=[CH:4][C:3]=1[C:8]([NH:10][C@H:11]([C:19]([OH:21])=O)[CH2:12][C:13]1[CH:18]=[CH:17][CH:16]=[CH:15][CH:14]=1)=[O:9].OC(C(O)(C)C)(C)C.[BH:30]([OH:32])[OH:31].[NH2:33][C@H:34](C(O)=O)[CH2:35][CH:36]([CH3:38])[CH3:37].CC(C)CB(O)O. (3) The reactants are: [C:1]([C:3]1[CH:4]=[N:5][N:6]2[C:11]([C:12]([F:15])([F:14])[F:13])=[CH:10][C:9]([C:16]3[CH:21]=[CH:20][CH:19]=[C:18]([C:22]([F:25])([F:24])[F:23])[CH:17]=3)=[N:8][C:7]=12)#[CH:2].Br[C:27]1[CH:32]=[CH:31][C:30]([S:33]([NH2:36])(=[O:35])=[O:34])=[CH:29][CH:28]=1. Given the product [F:15][C:12]([F:14])([F:13])[C:11]1[N:6]2[N:5]=[CH:4][C:3]([C:1]#[C:2][C:27]3[CH:32]=[CH:31][C:30]([S:33]([NH2:36])(=[O:35])=[O:34])=[CH:29][CH:28]=3)=[C:7]2[N:8]=[C:9]([C:16]2[CH:21]=[CH:20][CH:19]=[C:18]([C:22]([F:25])([F:24])[F:23])[CH:17]=2)[CH:10]=1, predict the reactants needed to synthesize it.